From a dataset of Forward reaction prediction with 1.9M reactions from USPTO patents (1976-2016). Predict the product of the given reaction. (1) Given the reactants [Cl:1][C:2]1[CH:3]=[C:4]([C:12]2[S:13][C:14]([C:17]3[C:18]([CH2:31][CH3:32])=[C:19]([CH2:23][CH2:24][CH2:25][C:26]([O:28]CC)=[O:27])[CH:20]=[CH:21][CH:22]=3)=[CH:15][N:16]=2)[CH:5]=[CH:6][C:7]=1[O:8][CH:9]([CH3:11])[CH3:10].[OH-].[Na+], predict the reaction product. The product is: [Cl:1][C:2]1[CH:3]=[C:4]([C:12]2[S:13][C:14]([C:17]3[C:18]([CH2:31][CH3:32])=[C:19]([CH2:23][CH2:24][CH2:25][C:26]([OH:28])=[O:27])[CH:20]=[CH:21][CH:22]=3)=[CH:15][N:16]=2)[CH:5]=[CH:6][C:7]=1[O:8][CH:9]([CH3:11])[CH3:10]. (2) Given the reactants [OH-].[Na+].[C:3]([NH:12][CH2:13][C:14]1[CH:15]=[C:16]([C:20]2[CH:25]=[CH:24][C:23]([CH:26]=[CH:27][C:28]([O:30]CC)=[O:29])=[CH:22][CH:21]=2)[CH:17]=[CH:18][CH:19]=1)(=[O:11])[CH2:4][CH2:5][CH2:6][CH2:7][CH2:8][CH2:9][CH3:10].O.C(O)(=O)C, predict the reaction product. The product is: [C:3]([NH:12][CH2:13][C:14]1[CH:15]=[C:16]([C:20]2[CH:21]=[CH:22][C:23]([CH:26]=[CH:27][C:28]([OH:30])=[O:29])=[CH:24][CH:25]=2)[CH:17]=[CH:18][CH:19]=1)(=[O:11])[CH2:4][CH2:5][CH2:6][CH2:7][CH2:8][CH2:9][CH3:10]. (3) The product is: [SH:15][C:2]1[N:7]([CH2:8][CH2:9][CH3:10])[C:6](=[O:11])[N:5]([CH3:12])[C:4](=[O:13])[CH:3]=1. Given the reactants Cl[C:2]1[N:7]([CH2:8][CH2:9][CH3:10])[C:6](=[O:11])[N:5]([CH3:12])[C:4](=[O:13])[CH:3]=1.O.[SH-:15].[Na+], predict the reaction product.